From a dataset of Full USPTO retrosynthesis dataset with 1.9M reactions from patents (1976-2016). Predict the reactants needed to synthesize the given product. Given the product [CH3:15][N:14]1[CH2:13][CH2:12][NH:11][C:10]2[N:23]=[C:6]([CH2:5][CH2:4][OH:3])[CH:7]=[CH:8][C:9]1=2, predict the reactants needed to synthesize it. The reactants are: C([O:3][C:4](=O)[CH2:5][C:6]1[CH:7]=[CH:8][C:9]2[N:14]([CH3:15])[CH2:13][CH2:12][N:11](C(OC(C)(C)C)=O)[C:10]=2[N:23]=1)C.[Li+].[BH4-].